From a dataset of Forward reaction prediction with 1.9M reactions from USPTO patents (1976-2016). Predict the product of the given reaction. (1) Given the reactants F[C:2]1[CH:9]=[CH:8][C:5]([C:6]#[N:7])=[CH:4][CH:3]=1.[OH:10][CH2:11][CH:12]1[CH2:17][CH2:16][CH2:15][NH:14][CH2:13]1, predict the reaction product. The product is: [OH:10][CH2:11][CH:12]1[CH2:17][CH2:16][CH2:15][N:14]([C:2]2[CH:9]=[CH:8][C:5]([C:6]#[N:7])=[CH:4][CH:3]=2)[CH2:13]1. (2) Given the reactants [F:1][C:2]1[CH:7]=[C:6]([O:8][CH2:9][C:10]2[CH:11]=[N:12][C:13]([O:16][CH3:17])=[CH:14][CH:15]=2)[C:5]([O:18][CH3:19])=[CH:4][C:3]=1[CH2:20][NH2:21].F[C:23]1[CH:28]=[CH:27][C:26]([I:29])=[CH:25][C:24]=1[N+:30]([O-:32])=[O:31].C(N(CC)C(C)C)(C)C, predict the reaction product. The product is: [F:1][C:2]1[CH:7]=[C:6]([O:8][CH2:9][C:10]2[CH:11]=[N:12][C:13]([O:16][CH3:17])=[CH:14][CH:15]=2)[C:5]([O:18][CH3:19])=[CH:4][C:3]=1[CH2:20][NH:21][C:23]1[CH:28]=[CH:27][C:26]([I:29])=[CH:25][C:24]=1[N+:30]([O-:32])=[O:31].